From a dataset of Full USPTO retrosynthesis dataset with 1.9M reactions from patents (1976-2016). Predict the reactants needed to synthesize the given product. (1) Given the product [CH3:2][N:3]([CH3:8])[CH2:4][C:5]([NH:40][C:41]1([C:58]2[CH:59]=[CH:60][CH:61]=[CH:62][CH:63]=2)[C:49]2[C:44](=[CH:45][CH:46]=[C:47]([C:50]3[C:51]([CH3:56])=[N:52][O:53][C:54]=3[CH3:55])[CH:48]=2)[NH:43][C:42]1=[O:57])=[O:6], predict the reactants needed to synthesize it. The reactants are: Cl.[CH3:2][N:3]([CH3:8])[CH2:4][C:5](O)=[O:6].CN(C(ON1N=NC2C=CC=NC1=2)=[N+](C)C)C.F[P-](F)(F)(F)(F)F.CCN(CC)CC.[NH2:40][C:41]1([C:58]2[CH:63]=[CH:62][CH:61]=[CH:60][CH:59]=2)[C:49]2[C:44](=[CH:45][CH:46]=[C:47]([C:50]3[C:51]([CH3:56])=[N:52][O:53][C:54]=3[CH3:55])[CH:48]=2)[NH:43][C:42]1=[O:57]. (2) Given the product [Cl:26][C:23]1[CH:24]=[CH:25][C:20]([C:18]([NH:17][CH:13]([CH2:12][C:7]2[C:5]3[C:4](=[CH:3][CH:2]=[CH:1][CH:6]=3)[NH:11][C:9](=[O:10])[CH:8]=2)[C:14]([O:16][CH2:28][CH2:29][NH:30][C:31]([NH2:33])=[O:32])=[O:15])=[O:19])=[CH:21][CH:22]=1, predict the reactants needed to synthesize it. The reactants are: [CH:1]1[CH:2]=[CH:3][C:4]2[NH:11][C:9](=[O:10])[CH:8]=[C:7]([CH2:12][CH:13]([NH:17][C:18]([C:20]3[CH:21]=[CH:22][C:23]([Cl:26])=[CH:24][CH:25]=3)=[O:19])[C:14]([OH:16])=[O:15])[C:5]=2[CH:6]=1.Br[CH2:28][CH2:29][NH:30][C:31]([NH2:33])=[O:32]. (3) Given the product [Br:1][C:2]1[C:3]([C:22]([OH:24])=[O:23])=[N:4][N:5]([C:14]2[CH:19]=[CH:18][C:17]([Cl:20])=[CH:16][C:15]=2[Cl:21])[C:6]=1[C:7]1[CH:12]=[CH:11][C:10]([Cl:13])=[CH:9][CH:8]=1, predict the reactants needed to synthesize it. The reactants are: [Br:1][C:2]1[C:3]([C:22]([O:24]CC)=[O:23])=[N:4][N:5]([C:14]2[CH:19]=[CH:18][C:17]([Cl:20])=[CH:16][C:15]=2[Cl:21])[C:6]=1[C:7]1[CH:12]=[CH:11][C:10]([Cl:13])=[CH:9][CH:8]=1.[OH-].[K+]. (4) The reactants are: [F:1][C:2]1[CH:3]=[C:4]([CH:41]=[CH:42][CH:43]=1)[CH2:5][N:6]1[C:14]2[C:9](=[CH:10][C:11]([NH:15][C:16]3[C:25]4[C:20](=[CH:21][CH:22]=[C:23]([C:26]#[C:27][CH2:28][NH:29][C:30](=[N:38][C:39]#[N:40])OC5C=CC=CC=5)[CH:24]=4)[N:19]=[CH:18][N:17]=3)=[CH:12][CH:13]=2)[CH:8]=[N:7]1.CC(O)C.[NH:48]1[CH2:53][CH2:52][O:51][CH2:50][CH2:49]1. Given the product [C:39]([NH:38][C:30]([N:48]1[CH2:53][CH2:52][O:51][CH2:50][CH2:49]1)=[N:29][CH2:28][C:27]#[C:26][C:23]1[CH:24]=[C:25]2[C:20](=[CH:21][CH:22]=1)[N:19]=[CH:18][N:17]=[C:16]2[NH:15][C:11]1[CH:10]=[C:9]2[C:14](=[CH:13][CH:12]=1)[N:6]([CH2:5][C:4]1[CH:41]=[CH:42][CH:43]=[C:2]([F:1])[CH:3]=1)[N:7]=[CH:8]2)#[N:40], predict the reactants needed to synthesize it. (5) Given the product [CH3:1][O:2][C:3]([C:5]1[C:10]([CH:17]=[CH:16][C:15]([O:14][CH3:13])=[O:18])=[CH:9][C:8]([CH3:12])=[CH:7][N:6]=1)=[O:4], predict the reactants needed to synthesize it. The reactants are: [CH3:1][O:2][C:3]([C:5]1[C:10](Br)=[CH:9][C:8]([CH3:12])=[CH:7][N:6]=1)=[O:4].[CH3:13][O:14][C:15](=[O:18])[CH:16]=[CH2:17].C1(C)C=CC=CC=1P(C1C=CC=CC=1C)C1C=CC=CC=1C.O. (6) The reactants are: Br[CH2:2][C:3]1[CH:10]=[CH:9][C:6]([C:7]#[N:8])=[C:5]([F:11])[CH:4]=1.[P:12]([O:19]CC)([O:16][CH2:17][CH3:18])[O:13][CH2:14][CH3:15]. Given the product [CH2:14]([O:13][P:12]([CH2:2][C:3]1[CH:10]=[CH:9][C:6]([C:7]#[N:8])=[C:5]([F:11])[CH:4]=1)(=[O:19])[O:16][CH2:17][CH3:18])[CH3:15], predict the reactants needed to synthesize it. (7) The reactants are: [CH3:1][N:2]([CH2:4][C:5]1[N:6]([C:24]2[CH:29]=[CH:28][C:27]([N+:30]([O-:32])=[O:31])=[CH:26][CH:25]=2)[N:7]=[C:8]2[C:13]=1[C:12](=[O:14])[N:11]([C:15]1[N:16]=[N:17][C:18]([O:21][CH3:22])=[CH:19][CH:20]=1)[C:10](=[O:23])[NH:9]2)[CH3:3].CN(C)C=O.[F:38][C:39]1[CH:46]=[CH:45][CH:44]=[C:43]([F:47])[C:40]=1[CH2:41]Cl.C(=O)([O-])[O-].[K+].[K+]. Given the product [F:38][C:39]1[CH:46]=[CH:45][CH:44]=[C:43]([F:47])[C:40]=1[CH2:41][N:9]1[C:8]2=[N:7][N:6]([C:24]3[CH:25]=[CH:26][C:27]([N+:30]([O-:32])=[O:31])=[CH:28][CH:29]=3)[C:5]([CH2:4][N:2]([CH3:3])[CH3:1])=[C:13]2[C:12](=[O:14])[N:11]([C:15]2[N:16]=[N:17][C:18]([O:21][CH3:22])=[CH:19][CH:20]=2)[C:10]1=[O:23], predict the reactants needed to synthesize it. (8) Given the product [CH3:8][N:3]1[C:2]2[NH:1][C:23]3[CH2:24][O:19][CH2:20][C:21](=[O:26])[C:22]=3[CH:17]([C:14]3[CH:13]=[C:12]([N+:9]([O-:11])=[O:10])[S:16][CH:15]=3)[C:6]=2[C:5](=[O:7])[O:4]1, predict the reactants needed to synthesize it. The reactants are: [NH2:1][C:2]1[N:3]([CH3:8])[O:4][C:5](=[O:7])[CH:6]=1.[N+:9]([C:12]1[S:16][CH:15]=[C:14]([CH:17]=O)[CH:13]=1)([O-:11])=[O:10].[O:19]1[CH2:24][C:23](=O)[CH2:22][C:21](=[O:26])[CH2:20]1. (9) Given the product [CH3:23][N:24]1[CH2:25][CH2:26][CH:27]([O:30][C:31]2[CH:39]=[CH:38][C:34]([C:35]([NH:6][C:5]3[CH:7]=[CH:8][C:2]([CH3:1])=[C:3]([NH:9][C:10]4[N:15]=[C:14]([C:16]5[CH:17]=[N:18][CH:19]=[CH:20][CH:21]=5)[CH:13]=[CH:12][N:11]=4)[CH:4]=3)=[O:36])=[CH:33][C:32]=2[C:40]([F:41])([F:42])[F:43])[CH2:28][CH2:29]1, predict the reactants needed to synthesize it. The reactants are: [CH3:1][C:2]1[CH:8]=[CH:7][C:5]([NH2:6])=[CH:4][C:3]=1[NH:9][C:10]1[N:15]=[C:14]([C:16]2[CH:17]=[N:18][CH:19]=[CH:20][CH:21]=2)[CH:13]=[CH:12][N:11]=1.Cl.[CH3:23][N:24]1[CH2:29][CH2:28][CH:27]([O:30][C:31]2[CH:39]=[CH:38][C:34]([C:35](Cl)=[O:36])=[CH:33][C:32]=2[C:40]([F:43])([F:42])[F:41])[CH2:26][CH2:25]1.